This data is from Catalyst prediction with 721,799 reactions and 888 catalyst types from USPTO. The task is: Predict which catalyst facilitates the given reaction. Reactant: I[C:2]1[CH:7]=[CH:6][C:5]([Br:8])=[CH:4][N:3]=1.[C:9](B1OC(C)(C)C(C)(C)O1)([CH3:11])=[CH2:10].P([O-])([O-])([O-])=O.[K+].[K+].[K+]. Product: [Br:8][C:5]1[CH:6]=[CH:7][C:2]([C:9]([CH3:11])=[CH2:10])=[N:3][CH:4]=1. The catalyst class is: 622.